This data is from Catalyst prediction with 721,799 reactions and 888 catalyst types from USPTO. The task is: Predict which catalyst facilitates the given reaction. (1) Reactant: [Cl:1][C:2]1[CH:3]=[C:4]([N:9]2[CH2:15][CH:14]3[CH:11]([CH2:12][NH:13]3)[CH2:10]2)[CH:5]=[N:6][C:7]=1[Cl:8].[C:16]([OH:19])(=[O:18])[CH3:17].O.N. Product: [C:16]([OH:19])(=[O:18])[CH3:17].[Cl:1][C:2]1[CH:3]=[C:4]([N:9]2[CH2:15][C@@H:14]3[C@@H:11]([CH2:12][NH:13]3)[CH2:10]2)[CH:5]=[N:6][C:7]=1[Cl:8]. The catalyst class is: 1. (2) Reactant: Br[C:2]1[CH:3]=[C:4]([CH:21]=[C:22]([S:24]([CH3:27])(=[O:26])=[O:25])[CH:23]=1)[CH2:5][O:6][C:7]1[CH:12]=[CH:11][CH:10]=[CH:9][C:8]=1[CH2:13][C:14]([O:16][C:17]([CH3:20])([CH3:19])[CH3:18])=[O:15].[C:28]([O:32][C:33]([NH:35][C@@H:36]([C:38]1[C:39]([F:67])=[C:40](C2C=C(O)C=C(COC3C=CC=CC=3CC(OC(C)(C)C)=O)C=2)[CH:41]=[CH:42][CH:43]=1)[CH3:37])=[O:34])([CH3:31])([CH3:30])[CH3:29].[O-]P([O-])([O-])=O.[K+].[K+].[K+].C(Cl)Cl. Product: [C:28]([O:32][C:33]([NH:35][C@@H:36]([C:38]1[C:39]([F:67])=[C:40]([C:2]2[CH:23]=[C:22]([S:24]([CH3:27])(=[O:26])=[O:25])[CH:21]=[C:4]([CH2:5][O:6][C:7]3[CH:12]=[CH:11][CH:10]=[CH:9][C:8]=3[CH2:13][C:14]([O:16][C:17]([CH3:20])([CH3:19])[CH3:18])=[O:15])[CH:3]=2)[CH:41]=[CH:42][CH:43]=1)[CH3:37])=[O:34])([CH3:29])([CH3:30])[CH3:31]. The catalyst class is: 3. (3) Reactant: [CH2:1]([NH:3][CH2:4][C:5]([CH3:16])([C:7]1[CH:12]=[CH:11][C:10]([N+:13]([O-:15])=[O:14])=[CH:9][CH:8]=1)[CH3:6])[CH3:2].[CH2:17](I)[CH3:18].C(=O)([O-])[O-].[K+].[K+]. Product: [CH2:1]([N:3]([CH2:17][CH3:18])[CH2:4][C:5]([CH3:6])([C:7]1[CH:12]=[CH:11][C:10]([N+:13]([O-:15])=[O:14])=[CH:9][CH:8]=1)[CH3:16])[CH3:2]. The catalyst class is: 10. (4) Reactant: [Cl:1][C:2]1[N:7]=[C:6]([NH:8][CH2:9][CH2:10][CH2:11][O:12][C:13]2[CH:14]=[C:15]3[C:19](=[CH:20][CH:21]=2)[C@H:18]([CH2:22][C:23]([O:25][CH2:26][CH3:27])=[O:24])[CH2:17][CH2:16]3)[C:5]([CH3:28])=[CH:4][N:3]=1.[H-].[Na+].I[CH2:32][CH2:33][CH3:34]. Product: [Cl:1][C:2]1[N:7]=[C:6]([N:8]([CH2:32][CH2:33][CH3:34])[CH2:9][CH2:10][CH2:11][O:12][C:13]2[CH:14]=[C:15]3[C:19](=[CH:20][CH:21]=2)[C@H:18]([CH2:22][C:23]([O:25][CH2:26][CH3:27])=[O:24])[CH2:17][CH2:16]3)[C:5]([CH3:28])=[CH:4][N:3]=1. The catalyst class is: 3. (5) Reactant: [C:1]([C:3]1[CH:4]=[C:5]([C:13]2[O:17][N:16]=[C:15]([C:18]3[C:19]([CH3:43])=[C:20]4[C:25](=[CH:26][CH:27]=3)[CH:24]([CH2:28][CH2:29][CH2:30][C:31]([O:33]CC)=[O:32])[N:23]([C:36]([O:38][C:39]([CH3:42])([CH3:41])[CH3:40])=[O:37])[CH2:22][CH2:21]4)[N:14]=2)[CH:6]=[CH:7][C:8]=1[O:9][CH:10]([CH3:12])[CH3:11])#[N:2].[OH-].[Na+]. Product: [C:1]([C:3]1[CH:4]=[C:5]([C:13]2[O:17][N:16]=[C:15]([C:18]3[C:19]([CH3:43])=[C:20]4[C:25](=[CH:26][CH:27]=3)[CH:24]([CH2:28][CH2:29][CH2:30][C:31]([OH:33])=[O:32])[N:23]([C:36]([O:38][C:39]([CH3:40])([CH3:42])[CH3:41])=[O:37])[CH2:22][CH2:21]4)[N:14]=2)[CH:6]=[CH:7][C:8]=1[O:9][CH:10]([CH3:12])[CH3:11])#[N:2]. The catalyst class is: 8. (6) The catalyst class is: 500. Reactant: C[O:2][C:3]([C:5]1[CH:6]=[C:7]([C:15]2[CH:20]=[C:19]([O:21][CH3:22])[C:18]([O:23][CH3:24])=[C:17]([O:25][CH3:26])[CH:16]=2)[CH:8]=[C:9]2[C:14]=1[O:13][CH2:12][CH:11]=[CH:10]2)=[O:4]. Product: [CH3:22][O:21][C:19]1[CH:20]=[C:15]([C:7]2[CH:8]=[C:9]3[C:14](=[C:5]([C:3]([OH:4])=[O:2])[CH:6]=2)[O:13][CH2:12][CH:11]=[CH:10]3)[CH:16]=[C:17]([O:25][CH3:26])[C:18]=1[O:23][CH3:24]. (7) Reactant: [Mg].II.Cl[CH2:5][CH2:6][CH2:7][CH2:8][O:9][CH3:10].[Cl:11][C:12]1[C:13]([F:33])=[C:14]([CH:30]=[CH:31][CH:32]=1)[C:15]([C@@H:17]1[CH2:22][CH2:21][CH2:20][N:19]([C:23]([O:25][C:26]([CH3:29])([CH3:28])[CH3:27])=[O:24])[CH2:18]1)=[O:16]. Product: [Cl:11][C:12]1[C:13]([F:33])=[C:14]([C@:15]([C@@H:17]2[CH2:22][CH2:21][CH2:20][N:19]([C:23]([O:25][C:26]([CH3:28])([CH3:27])[CH3:29])=[O:24])[CH2:18]2)([OH:16])[CH2:5][CH2:6][CH2:7][CH2:8][O:9][CH3:10])[CH:30]=[CH:31][CH:32]=1. The catalyst class is: 1. (8) Reactant: [F:1][C:2]1[CH:16]=[C:15]([F:17])[CH:14]=[CH:13][C:3]=1[CH2:4][NH:5][CH2:6][CH2:7][CH2:8][CH2:9][CH2:10][CH2:11][CH3:12].[CH3:18][O:19][C:20]([C:22]1[CH:40]=[CH:39][CH:38]=[CH:37][C:23]=1[CH2:24][S:25][C:26]1[CH:31]=[CH:30][C:29]([CH2:32][CH2:33][C:34]([OH:36])=O)=[CH:28][CH:27]=1)=[O:21].F[B-](F)(F)F.N1(OC(N(C)C)=[N+](C)C)C2C=CC=CC=2N=N1.C(N(C(C)C)CC)(C)C. Product: [F:1][C:2]1[CH:16]=[C:15]([F:17])[CH:14]=[CH:13][C:3]=1[CH2:4][N:5]([CH2:6][CH2:7][CH2:8][CH2:9][CH2:10][CH2:11][CH3:12])[C:34](=[O:36])[CH2:33][CH2:32][C:29]1[CH:28]=[CH:27][C:26]([S:25][CH2:24][C:23]2[CH:37]=[CH:38][CH:39]=[CH:40][C:22]=2[C:20]([O:19][CH3:18])=[O:21])=[CH:31][CH:30]=1. The catalyst class is: 31.